Dataset: Full USPTO retrosynthesis dataset with 1.9M reactions from patents (1976-2016). Task: Predict the reactants needed to synthesize the given product. (1) Given the product [CH3:27][O:26][C:18]1([O:17][CH3:16])[CH2:24][CH2:23][CH2:22][CH2:21][CH:20]([C:32](=[O:33])[C:31]([O:30][CH2:28][CH3:29])=[O:37])[C:19]1=[O:25], predict the reactants needed to synthesize it. The reactants are: [Li]N([Si](C)(C)C)[Si](C)(C)C.C1COCC1.[CH3:16][O:17][C:18]1([O:26][CH3:27])[CH2:24][CH2:23][CH2:22][CH2:21][CH2:20][C:19]1=[O:25].[CH2:28]([O:30][C:31](=[O:37])[C:32](OCC)=[O:33])[CH3:29].OP([O-])(O)=O.[K+]. (2) Given the product [NH2:34][C:16]1[N:17]=[C:18]([C:19]2[CH:24]=[CH:23][C:22]([F:25])=[CH:21][C:20]=2[CH3:26])[C:13]2[CH:12]=[CH:11][C:10](=[O:31])[N:9]([C:3]3[C:2]([F:1])=[CH:7][CH:6]=[CH:5][C:4]=3[F:8])[C:14]=2[N:15]=1, predict the reactants needed to synthesize it. The reactants are: [F:1][C:2]1[CH:7]=[CH:6][CH:5]=[C:4]([F:8])[C:3]=1[N:9]1[C:14]2[N:15]=[C:16](S(C)(=O)=O)[N:17]=[C:18]([C:19]3[CH:24]=[CH:23][C:22]([F:25])=[CH:21][C:20]=3[CH3:26])[C:13]=2[CH:12]=[CH:11][C:10]1=[O:31].C([N:34](CC)CC)C.N. (3) Given the product [CH3:1][Si:2]([CH3:13])([CH3:12])[C:3]1[CH:4]=[C:5]([C:15]2[CH:20]=[CH:19][C:18]([C:23]3[CH:22]=[CH:7][CH:8]=[C:3]([Si:2]([CH3:13])([CH3:12])[CH3:1])[CH:4]=3)=[CH:17][N:16]=2)[CH:6]=[CH:7][CH:8]=1, predict the reactants needed to synthesize it. The reactants are: [CH3:1][Si:2]([CH3:13])([CH3:12])[C:3]1[CH:4]=[C:5](B(O)O)[CH:6]=[CH:7][CH:8]=1.Br[C:15]1[CH:20]=[CH:19][C:18](Br)=[CH:17][N:16]=1.[CH2:22](O)[CH3:23].C(=O)([O-])[O-].[Na+].[Na+]. (4) Given the product [C:12]1([CH3:19])[CH:13]=[C:14]([CH3:18])[CH:15]=[C:16]([CH3:17])[C:11]=1[C:10]1[C:5]2[C:4](=[O:21])[N:3]([CH3:22])[C:2]([N:1]3[CH2:28][CH2:27][CH2:26][CH2:25][CH2:24]3)=[N:7][C:6]=2[N:8]([CH3:20])[CH:9]=1, predict the reactants needed to synthesize it. The reactants are: [NH2:1][C:2]1[N:3]([CH3:22])[C:4](=[O:21])[C:5]2[C:10]([C:11]3[C:16]([CH3:17])=[CH:15][C:14]([CH3:18])=[CH:13][C:12]=3[CH3:19])=[CH:9][N:8]([CH3:20])[C:6]=2[N:7]=1.Br[CH2:24][CH2:25][CH2:26][CH2:27][CH2:28]Br.[H-].[Na+]. (5) Given the product [ClH:17].[I:28][C:25]1[CH:26]=[C:27]2[C:22](=[CH:23][CH:24]=1)[N:21]=[CH:20][N:19]=[C:18]2[NH:16][C:4]1[CH:5]=[CH:6][C:7]([O:8][C:9]2[CH:10]=[N:11][C:12]([CH3:15])=[CH:13][CH:14]=2)=[C:2]([CH3:1])[CH:3]=1, predict the reactants needed to synthesize it. The reactants are: [CH3:1][C:2]1[CH:3]=[C:4]([NH2:16])[CH:5]=[CH:6][C:7]=1[O:8][C:9]1[CH:10]=[N:11][C:12]([CH3:15])=[CH:13][CH:14]=1.[Cl:17][C:18]1[C:27]2[C:22](=[CH:23][CH:24]=[C:25]([I:28])[CH:26]=2)[N:21]=[CH:20][N:19]=1.ClCCCl. (6) Given the product [NH2:29][C:26]1[CH:27]=[CH:28][C:23]([CH2:22][CH2:21][C:19]2[CH:20]=[C:15]([C:14]3[C:9](=[O:8])[NH:10][C:11]([CH3:38])=[CH:12][CH:13]=3)[CH:16]=[C:17]([C:34]([CH3:37])([CH3:36])[CH3:35])[C:18]=2[O:32][CH3:33])=[CH:24][CH:25]=1, predict the reactants needed to synthesize it. The reactants are: C([O:8][C:9]1[C:14]([C:15]2[CH:20]=[C:19]([CH:21]=[CH:22][C:23]3[CH:28]=[CH:27][C:26]([N+:29]([O-])=O)=[CH:25][CH:24]=3)[C:18]([O:32][CH3:33])=[C:17]([C:34]([CH3:37])([CH3:36])[CH3:35])[CH:16]=2)=[CH:13][CH:12]=[C:11]([CH3:38])[N:10]=1)C1C=CC=CC=1.